Dataset: Forward reaction prediction with 1.9M reactions from USPTO patents (1976-2016). Task: Predict the product of the given reaction. (1) The product is: [CH:33]1([N:25]2[C:23]3[N:24]=[C:19]([NH:1][C:2]4[CH:3]=[CH:4][C:5]([N:8]5[CH:14]6[CH2:15][CH2:16][N:11]([CH2:12][CH2:13]6)[CH2:10][C:9]5=[O:17])=[CH:6][N:7]=4)[N:20]=[CH:21][C:22]=3[CH:27]=[C:26]2[C:28]([N:30]([CH3:32])[CH3:31])=[O:29])[CH2:34][CH2:35][CH2:36][CH2:37]1. Given the reactants [NH2:1][C:2]1[N:7]=[CH:6][C:5]([N:8]2[CH:14]3[CH2:15][CH2:16][N:11]([CH2:12][CH2:13]3)[CH2:10][C:9]2=[O:17])=[CH:4][CH:3]=1.Cl[C:19]1[N:20]=[CH:21][C:22]2[CH:27]=[C:26]([C:28]([N:30]([CH3:32])[CH3:31])=[O:29])[N:25]([CH:33]3[CH2:37][CH2:36][CH2:35][CH2:34]3)[C:23]=2[N:24]=1, predict the reaction product. (2) The product is: [C:3]([S:4]([C:7]1[CH:8]=[C:9]2[C:14](=[CH:15][C:16]=1[CH3:17])[C:13]([CH3:19])([CH3:18])[CH2:12][CH2:11][C:10]2([CH3:21])[CH3:20])(=[O:6])=[O:5])#[CH:2]. Given the reactants Cl[C:2](Cl)=[CH:3][S:4]([C:7]1[CH:8]=[C:9]2[C:14](=[CH:15][C:16]=1[CH3:17])[C:13]([CH3:19])([CH3:18])[CH2:12][CH2:11][C:10]2([CH3:21])[CH3:20])(=[O:6])=[O:5].C([Li])CCC.CCCCCC, predict the reaction product. (3) The product is: [CH2:1]([N:8]1[C:11](=[O:12])[CH2:10][C@H:9]1[C:13]([OH:15])=[O:14])[C:2]1[CH:7]=[CH:6][CH:5]=[CH:4][CH:3]=1. Given the reactants [CH2:1]([N:8]1[C:11](=[O:12])[CH2:10][C@H:9]1[C:13]([O:15]CC1C=CC=CC=1)=[O:14])[C:2]1[CH:7]=[CH:6][CH:5]=[CH:4][CH:3]=1, predict the reaction product. (4) Given the reactants Cl.[C:2]([C:6]1[N:10]([CH2:11][CH:12]2[CH2:17][CH2:16][O:15][CH2:14][CH2:13]2)[C:9]2[CH:18]=[CH:19][C:20]([NH:22][CH2:23][CH3:24])=[CH:21][C:8]=2[N:7]=1)([CH3:5])([CH3:4])[CH3:3].[C:25]([NH:28][C:29]1[CH:34]=[CH:33][C:32]([S:35](Cl)(=[O:37])=[O:36])=[CH:31][CH:30]=1)(=[O:27])[CH3:26], predict the reaction product. The product is: [C:2]([C:6]1[N:10]([CH2:11][CH:12]2[CH2:17][CH2:16][O:15][CH2:14][CH2:13]2)[C:9]2[CH:18]=[CH:19][C:20]([N:22]([CH2:23][CH3:24])[S:35]([C:32]3[CH:31]=[CH:30][C:29]([NH:28][C:25](=[O:27])[CH3:26])=[CH:34][CH:33]=3)(=[O:37])=[O:36])=[CH:21][C:8]=2[N:7]=1)([CH3:5])([CH3:3])[CH3:4].